Dataset: Forward reaction prediction with 1.9M reactions from USPTO patents (1976-2016). Task: Predict the product of the given reaction. (1) Given the reactants [NH2:1][NH:2][C:3]([C:5]1[CH:10]=[CH:9][CH:8]=[C:7]([CH3:11])[N:6]=1)=[NH:4].[F:12][C:13]1[CH:20]=[CH:19][CH:18]=[C:17]([F:21])[C:14]=1[CH:15]=O, predict the reaction product. The product is: [F:12][C:13]1[CH:20]=[CH:19][CH:18]=[C:17]([F:21])[C:14]=1[C:15]1[NH:1][N:2]=[C:3]([C:5]2[CH:10]=[CH:9][CH:8]=[C:7]([CH3:11])[N:6]=2)[N:4]=1. (2) Given the reactants [CH3:1][NH:2][CH2:3][CH2:4][NH2:5].[C:6](N1C(=O)CCC1=O)([O:8][CH2:9][C:10]1[CH:15]=[CH:14][CH:13]=[CH:12][CH:11]=1)=[O:7].O.C(Cl)(Cl)Cl, predict the reaction product. The product is: [CH3:1][NH:2][CH2:3][CH2:4][NH:5][C:6](=[O:7])[O:8][CH2:9][C:10]1[CH:15]=[CH:14][CH:13]=[CH:12][CH:11]=1.